From a dataset of Reaction yield outcomes from USPTO patents with 853,638 reactions. Predict the reaction yield, written as a fraction of the theoretical maximum amount of product (1.0 means a 100% yield; for example, 0.34 means a 34% yield). (1) The reactants are [CH2:1]([C:5]1[CH:10]=[CH:9][C:8]([C:11]#[C:12][C:13]2[CH:18]=[CH:17][C:16]([CH:19]([O:24][C:25]3[CH:26]=[CH:27][C:28]4[C:33](=[O:34])[O:32]C(C)(C)[O:30][C:29]=4[CH:37]=3)[CH2:20][CH2:21][CH2:22][CH3:23])=[CH:15][CH:14]=2)=[CH:7][CH:6]=1)[CH2:2][CH2:3][CH3:4].[OH-].[Na+].Cl. The catalyst is CCO. The product is [CH2:1]([C:5]1[CH:10]=[CH:9][C:8]([C:11]#[C:12][C:13]2[CH:18]=[CH:17][C:16]([CH:19]([O:24][C:25]3[CH:26]=[CH:27][C:28]([C:33]([OH:34])=[O:32])=[C:29]([OH:30])[CH:37]=3)[CH2:20][CH2:21][CH2:22][CH3:23])=[CH:15][CH:14]=2)=[CH:7][CH:6]=1)[CH2:2][CH2:3][CH3:4]. The yield is 0.940. (2) The reactants are [NH2:1][C:2]1[CH:3]=[C:4]([CH:21]=[CH:22][C:23]=1[F:24])[O:5][C:6]1[CH:7]=[CH:8][C:9]2[N:10]([CH:12]=[C:13]([NH:15][C:16]([CH:18]3[CH2:20][CH2:19]3)=[O:17])[N:14]=2)[N:11]=1.[CH3:25][N:26]1[CH:30]=[CH:29][CH:28]=[C:27]1[C:31](Cl)=[O:32]. The catalyst is CN(C)C(=O)C. The product is [CH:18]1([C:16]([NH:15][C:13]2[N:14]=[C:9]3[CH:8]=[CH:7][C:6]([O:5][C:4]4[CH:21]=[CH:22][C:23]([F:24])=[C:2]([NH:1][C:31]([C:27]5[N:26]([CH3:25])[CH:30]=[CH:29][CH:28]=5)=[O:32])[CH:3]=4)=[N:11][N:10]3[CH:12]=2)=[O:17])[CH2:20][CH2:19]1. The yield is 0.620. (3) The yield is 0.988. The product is [N+:19]([C:14]1[CH:15]=[CH:16][CH:17]=[CH:18][C:13]=1[N:1]1[CH2:6][CH2:5][CH2:4][CH2:3][CH2:2]1)([O-:21])=[O:20]. The reactants are [NH:1]1[CH2:6][CH2:5][CH2:4][CH2:3][CH2:2]1.CN(C)C=O.F[C:13]1[CH:18]=[CH:17][CH:16]=[CH:15][C:14]=1[N+:19]([O-:21])=[O:20]. The catalyst is O. (4) The reactants are [CH3:1][O:2][C:3](=[O:15])[C:4]1[C:5](=[C:10]([CH3:14])[CH:11]=[CH:12][CH:13]=1)[C:6]([O:8][CH3:9])=[O:7].[Br:16]N1C(=O)CCC1=O. The catalyst is C(#N)C. The product is [CH3:1][O:2][C:3](=[O:15])[C:4]1[C:5](=[C:10]([CH2:14][Br:16])[CH:11]=[CH:12][CH:13]=1)[C:6]([O:8][CH3:9])=[O:7]. The yield is 0.830. (5) The reactants are [OH:1][C:2]1[CH:10]=[CH:9][C:5]([C:6]([OH:8])=[O:7])=[CH:4][CH:3]=1.F[C:12]1[CH:19]=[CH:18][C:15]([C:16]#[N:17])=[CH:14][CH:13]=1.C([O-])([O-])=O.[K+].[K+].Cl. The catalyst is CC(N(C)C)=O. The product is [C:16]([C:15]1[CH:18]=[CH:19][C:12]([O:1][C:2]2[CH:10]=[CH:9][C:5]([C:6]([OH:8])=[O:7])=[CH:4][CH:3]=2)=[CH:13][CH:14]=1)#[N:17]. The yield is 0.390. (6) The reactants are [F:1][C:2]1[CH:3]=[C:4]([B:9]2[O:17][C:14]([CH3:16])([CH3:15])[C:11]([CH3:13])([CH3:12])[O:10]2)[C:5]([CH3:8])=[CH:6][CH:7]=1.C1C(=O)N([Br:25])C(=O)C1.CC(N=NC(C#N)(C)C)(C#N)C.C1(=O)NC(=O)CC1. The catalyst is C(Cl)(Cl)(Cl)Cl. The product is [Br:25][CH2:8][C:5]1[C:4]([B:9]2[O:17][C:14]([CH3:16])([CH3:15])[C:11]([CH3:13])([CH3:12])[O:10]2)=[CH:3][C:2]([F:1])=[CH:7][CH:6]=1. The yield is 0.840. (7) The reactants are [N:1]([C:4]1[S:5][C:6]([CH3:15])=[C:7]([CH3:14])[C:8]=1[C:9]([O:11][CH2:12][CH3:13])=[O:10])=[C:2]=[S:3].[NH3:16]. The catalyst is ClCCl. The product is [CH3:14][C:7]1[C:8]([C:9]([O:11][CH2:12][CH3:13])=[O:10])=[C:4]([NH:1][C:2]([NH2:16])=[S:3])[S:5][C:6]=1[CH3:15]. The yield is 0.0300. (8) The reactants are [CH3:1][O:2][C:3](=[O:16])[C:4]1[CH:9]=[CH:8][C:7]([C:10](=[O:12])[CH3:11])=[CH:6][C:5]=1[N+:13]([O-:15])=[O:14].[BH4-].[Na+].O. The catalyst is CO. The product is [CH3:1][O:2][C:3](=[O:16])[C:4]1[CH:9]=[CH:8][C:7]([CH:10]([OH:12])[CH3:11])=[CH:6][C:5]=1[N+:13]([O-:15])=[O:14]. The yield is 0.730.